This data is from Forward reaction prediction with 1.9M reactions from USPTO patents (1976-2016). The task is: Predict the product of the given reaction. (1) Given the reactants [Cl:1][C:2]1[CH:8]=[CH:7][C:5]([NH2:6])=[CH:4][C:3]=1[C:9]1[CH:14]=[CH:13][CH:12]=[CH:11][N:10]=1.[CH3:15][O:16][C:17]([C:19]1[CH:27]=[CH:26][C:22]([C:23](O)=[O:24])=[CH:21][CH:20]=1)=[O:18], predict the reaction product. The product is: [Cl:1][C:2]1[CH:8]=[CH:7][C:5]([NH:6][C:23]([C:22]2[CH:26]=[CH:27][C:19]([C:17]([O:16][CH3:15])=[O:18])=[CH:20][CH:21]=2)=[O:24])=[CH:4][C:3]=1[C:9]1[CH:14]=[CH:13][CH:12]=[CH:11][N:10]=1. (2) Given the reactants [C:1]([O:4][CH:5]1[C:9]2=[N:10][CH:11]=[C:12]([NH2:32])[C:13]([N:14]3[CH2:19][C@H:18]([C:20]([F:23])([F:22])[F:21])[CH2:17][C@H:16]([NH:24][C:25]([O:27][C:28]([CH3:31])([CH3:30])[CH3:29])=[O:26])[CH2:15]3)=[C:8]2[CH2:7][CH2:6]1)(=[O:3])[CH3:2].[C:33]([O:37][C:38]([NH:40][C:41]1[S:45][C:44]([C:46]2[C:51]([F:52])=[CH:50][CH:49]=[CH:48][C:47]=2[F:53])=[N:43][C:42]=1[C:54](O)=[O:55])=[O:39])([CH3:36])([CH3:35])[CH3:34].CN(C(ON1N=NC2C=CC=NC1=2)=[N+](C)C)C.F[P-](F)(F)(F)(F)F.CCN(C(C)C)C(C)C, predict the reaction product. The product is: [C:1]([O:4][CH:5]1[C:9]2=[N:10][CH:11]=[C:12]([NH:32][C:54]([C:42]3[N:43]=[C:44]([C:46]4[C:51]([F:52])=[CH:50][CH:49]=[CH:48][C:47]=4[F:53])[S:45][C:41]=3[NH:40][C:38]([O:37][C:33]([CH3:36])([CH3:35])[CH3:34])=[O:39])=[O:55])[C:13]([N:14]3[CH2:19][C@H:18]([C:20]([F:22])([F:21])[F:23])[CH2:17][C@H:16]([NH:24][C:25]([O:27][C:28]([CH3:31])([CH3:30])[CH3:29])=[O:26])[CH2:15]3)=[C:8]2[CH2:7][CH2:6]1)(=[O:3])[CH3:2]. (3) Given the reactants [Cl:1][C:2]1[CH:3]=[C:4]2[N:22](COCC[Si](C)(C)C)[C:21]([O:31][C@H:32]3[C@H:36]4[O:37][CH2:38][C@@H:39]([CH2:40][C:41]([O:43][CH2:44][CH3:45])=[O:42])[C@H:35]4[O:34][CH2:33]3)=[N:20][C:5]2=[N:6][C:7]=1[C:8]1[CH:13]=[CH:12][C:11]([C:14]2[CH:19]=[CH:18][CH:17]=[CH:16][CH:15]=2)=[CH:10][CH:9]=1, predict the reaction product. The product is: [Cl:1][C:2]1[CH:3]=[C:4]2[NH:22][C:21]([O:31][C@H:32]3[C@H:36]4[O:37][CH2:38][C@@H:39]([CH2:40][C:41]([O:43][CH2:44][CH3:45])=[O:42])[C@H:35]4[O:34][CH2:33]3)=[N:20][C:5]2=[N:6][C:7]=1[C:8]1[CH:13]=[CH:12][C:11]([C:14]2[CH:15]=[CH:16][CH:17]=[CH:18][CH:19]=2)=[CH:10][CH:9]=1. (4) Given the reactants C([O:5][C:6]([C:8]1[O:12][N:11]=[C:10]([C:13]2[CH2:17][C:16]([C:22]3[CH:27]=[C:26]([Cl:28])[CH:25]=[C:24]([Cl:29])[CH:23]=3)([C:18]([F:21])([F:20])[F:19])[O:15][N:14]=2)[CH:9]=1)=[O:7])(C)(C)C.FC(F)(F)C(O)=O, predict the reaction product. The product is: [Cl:28][C:26]1[CH:27]=[C:22]([C:16]2([C:18]([F:20])([F:19])[F:21])[O:15][N:14]=[C:13]([C:10]3[CH:9]=[C:8]([C:6]([OH:7])=[O:5])[O:12][N:11]=3)[CH2:17]2)[CH:23]=[C:24]([Cl:29])[CH:25]=1. (5) Given the reactants [N+:1]([C:4]1[CH:9]=[CH:8][C:7]([C:10]2[S:14][C:13]([CH2:15][CH2:16][C:17](OC)=O)=[N:12][CH:11]=2)=[CH:6][CH:5]=1)([O-:3])=[O:2].[N+](C1C=CC(C(=O)CNC(=O)CCC[C:37]([O:39][CH3:40])=[O:38])=CC=1)([O-])=O.COC1C=CC(P2(SP(C3C=CC(OC)=CC=3)(=S)S2)=S)=CC=1, predict the reaction product. The product is: [N+:1]([C:4]1[CH:5]=[CH:6][C:7]([C:10]2[S:14][C:13]([CH2:15][CH2:16][CH2:17][C:37]([O:39][CH3:40])=[O:38])=[N:12][CH:11]=2)=[CH:8][CH:9]=1)([O-:3])=[O:2]. (6) The product is: [NH2:1][C:2]1[N:7]=[CH:6][N:5]=[C:4]2[N:8]([CH:12]3[CH2:17][CH2:16][CH:15]([C:26]#[N:25])[CH2:14][CH2:13]3)[N:9]=[C:10]([I:11])[C:3]=12. Given the reactants [NH2:1][C:2]1[N:7]=[CH:6][N:5]=[C:4]2[N:8]([CH:12]3[CH2:17][CH2:16][C:15](=O)[CH2:14][CH2:13]3)[N:9]=[C:10]([I:11])[C:3]=12.COCCOC.[N+:25](CS(C1C=CC(C)=CC=1)(=O)=O)#[C-:26].CC(C)([O-])C.[K+], predict the reaction product. (7) Given the reactants FC(F)(F)C(O)=O.[CH3:8][O:9][N:10]=[CH:11][C:12]1[C:13]([NH2:24])=[N:14][CH:15]=[N:16][C:17]=1[N:18]1[CH2:23][CH2:22][NH:21][CH2:20][CH2:19]1.[N+](C1C=CC([O:34][C:35](=O)[NH:36][C:37]2[CH:42]=[CH:41][C:40]([O:43][CH:44]([CH3:46])[CH3:45])=[CH:39][CH:38]=2)=CC=1)([O-])=O.CCN(C(C)C)C(C)C, predict the reaction product. The product is: [CH:44]([O:43][C:40]1[CH:41]=[CH:42][C:37]([NH:36][C:35]([N:21]2[CH2:20][CH2:19][N:18]([C:17]3[C:12]([CH:11]=[N:10][O:9][CH3:8])=[C:13]([NH2:24])[N:14]=[CH:15][N:16]=3)[CH2:23][CH2:22]2)=[O:34])=[CH:38][CH:39]=1)([CH3:46])[CH3:45].